Dataset: Full USPTO retrosynthesis dataset with 1.9M reactions from patents (1976-2016). Task: Predict the reactants needed to synthesize the given product. (1) Given the product [Cl:54][C:55]1[CH:60]=[CH:59][CH:58]=[CH:57][C:56]=1[NH:61][CH:62]1[CH2:67][CH2:66][N:65]([C:18](=[O:20])[CH2:17][NH:16][C:14](=[O:15])[C:11]2[CH:10]=[CH:9][C:8]([NH:7][C:1]3[CH:2]=[CH:3][CH:4]=[CH:5][CH:6]=3)=[N:13][CH:12]=2)[CH2:64][CH2:63]1, predict the reactants needed to synthesize it. The reactants are: [C:1]1([NH:7][C:8]2[N:13]=[CH:12][C:11]([C:14]([NH:16][CH2:17][C:18]([OH:20])=O)=[O:15])=[CH:10][CH:9]=2)[CH:6]=[CH:5][CH:4]=[CH:3][CH:2]=1.CCN(C(C)C)C(C)C.C1C=CC2N(O)N=NC=2C=1.CCN=C=NCCCN(C)C.Cl.Cl.Cl.[Cl:54][C:55]1[CH:60]=[CH:59][CH:58]=[CH:57][C:56]=1[NH:61][CH:62]1[CH2:67][CH2:66][NH:65][CH2:64][CH2:63]1. (2) The reactants are: [CH2:1]([CH:8]1[CH2:17][C:16]2[C:11](=[CH:12][CH:13]=[CH:14][CH:15]=2)[CH2:10][N:9]1[CH2:18][CH2:19][NH2:20])[C:2]1[CH:7]=[CH:6][CH:5]=[CH:4][CH:3]=1.[C:21]([C:23]1[CH:30]=[CH:29][C:26]([CH2:27]Br)=[CH:25][CH:24]=1)#[N:22].C(=O)([O-])[O-].[K+].[K+].O. Given the product [C:21]([C:23]1[CH:30]=[CH:29][C:26]([CH2:27][NH:20][CH2:19][CH2:18][N:9]2[CH:8]([CH2:1][C:2]3[CH:3]=[CH:4][CH:5]=[CH:6][CH:7]=3)[CH2:17][C:16]3[C:11](=[CH:12][CH:13]=[CH:14][CH:15]=3)[CH2:10]2)=[CH:25][CH:24]=1)#[N:22], predict the reactants needed to synthesize it. (3) Given the product [CH3:21][N:18]1[C:17]([CH2:22][N:23]2[CH2:24][CH2:25][CH:26]([C:29]3([OH:35])[CH2:30][CH2:31][O:32][CH2:33][CH2:34]3)[CH2:27][CH2:28]2)=[N:16][C:15]2[C:19]1=[N:20][C:12]([N:3]1[C:4]3[CH:10]=[CH:9][CH:8]=[CH:7][C:5]=3[N:6]=[C:2]1[CH3:1])=[N:13][C:14]=2[N:36]1[CH2:41][CH2:40][O:39][CH2:38][CH2:37]1, predict the reactants needed to synthesize it. The reactants are: [CH3:1][C:2]1[NH:3][C:4]2[CH:10]=[CH:9][CH:8]=[CH:7][C:5]=2[N:6]=1.Cl[C:12]1[N:20]=[C:19]2[C:15]([N:16]=[C:17]([CH2:22][N:23]3[CH2:28][CH2:27][CH:26]([C:29]4([OH:35])[CH2:34][CH2:33][O:32][CH2:31][CH2:30]4)[CH2:25][CH2:24]3)[N:18]2[CH3:21])=[C:14]([N:36]2[CH2:41][CH2:40][O:39][CH2:38][CH2:37]2)[N:13]=1. (4) Given the product [F:8][C:7]1[C:2]([C:12]2[CH:13]=[C:14]([F:18])[CH:15]=[C:16]([F:17])[C:11]=2[F:10])=[N:3][C:4]([CH3:9])=[CH:5][CH:6]=1, predict the reactants needed to synthesize it. The reactants are: Br[C:2]1[C:7]([F:8])=[CH:6][CH:5]=[C:4]([CH3:9])[N:3]=1.[F:10][C:11]1[C:16]([F:17])=[CH:15][C:14]([F:18])=[CH:13][C:12]=1B(O)O.C(=O)([O-])[O-].[Na+].[Na+]. (5) Given the product [Br:1][C:2]1[C:7]([I:8])=[CH:6][N:5]=[C:4]([NH:9][C:11]([NH:10][CH2:13][CH3:14])=[O:12])[CH:3]=1, predict the reactants needed to synthesize it. The reactants are: [Br:1][C:2]1[C:7]([I:8])=[CH:6][N:5]=[C:4]([NH2:9])[CH:3]=1.[N:10]([CH2:13][CH3:14])=[C:11]=[O:12]. (6) Given the product [NH2:8][C@H:9]1[CH2:14][CH2:13][C@H:12]([N:15]([CH2:28][CH3:29])[C:16]2[C:17]([CH3:27])=[C:18]([CH:23]=[C:24]([Cl:26])[CH:25]=2)[C:19]([O:21][CH3:22])=[O:20])[CH2:11][CH2:10]1, predict the reactants needed to synthesize it. The reactants are: C(OC([NH:8][C@H:9]1[CH2:14][CH2:13][C@H:12]([N:15]([CH2:28][CH3:29])[C:16]2[C:17]([CH3:27])=[C:18]([CH:23]=[C:24]([Cl:26])[CH:25]=2)[C:19]([O:21][CH3:22])=[O:20])[CH2:11][CH2:10]1)=O)(C)(C)C.C(O)(C(F)(F)F)=O.C(=O)(O)[O-].[Na+]. (7) Given the product [CH:2]([C:3]1[NH:4][C:5]2[C:10]([CH:11]=1)=[CH:9][C:8]([C:12]#[N:13])=[CH:7][CH:6]=2)=[O:1], predict the reactants needed to synthesize it. The reactants are: [OH:1][CH2:2][C:3]1[NH:4][C:5]2[C:10]([CH:11]=1)=[CH:9][C:8]([C:12]#[N:13])=[CH:7][CH:6]=2. (8) Given the product [Cl:1][C:2]1[S:6][C:5]([S:7]([NH:10][CH:11]([C:17]2[N:21]([C:22]3[CH:23]=[CH:24][C:25]([OH:28])=[CH:26][CH:27]=3)[N:20]=[CH:19][CH:18]=2)[CH:12]([CH2:15][CH3:16])[CH2:13][CH3:14])(=[O:8])=[O:9])=[CH:4][CH:3]=1, predict the reactants needed to synthesize it. The reactants are: [Cl:1][C:2]1[S:6][C:5]([S:7]([NH:10][CH:11]([C:17]2[N:21]([C:22]3[CH:27]=[CH:26][C:25]([O:28]C)=[CH:24][CH:23]=3)[N:20]=[CH:19][CH:18]=2)[CH:12]([CH2:15][CH3:16])[CH2:13][CH3:14])(=[O:9])=[O:8])=[CH:4][CH:3]=1.B(Br)(Br)Br.O. (9) Given the product [CH3:1][O:2][C:3](=[O:31])[C@@H:4]([NH:13][C:14]([C:16]1[CH:17]=[C:18]([C:23]2[CH:28]=[CH:27][C:26]([F:29])=[C:25]([Cl:30])[CH:24]=2)[CH:19]=[CH:20][C:21]=1[OH:22])=[O:15])[CH2:5][C:6]1[CH:11]=[CH:10][C:9]([C:38]2[CH:37]=[CH:36][CH:35]=[C:34]([C:33]([F:44])([F:43])[F:32])[CH:39]=2)=[CH:8][CH:7]=1, predict the reactants needed to synthesize it. The reactants are: [CH3:1][O:2][C:3](=[O:31])[C@@H:4]([NH:13][C:14]([C:16]1[CH:17]=[C:18]([C:23]2[CH:28]=[CH:27][C:26]([F:29])=[C:25]([Cl:30])[CH:24]=2)[CH:19]=[CH:20][C:21]=1[OH:22])=[O:15])[CH2:5][C:6]1[CH:11]=[CH:10][C:9](Br)=[CH:8][CH:7]=1.[F:32][C:33]([F:44])([F:43])[C:34]1[CH:35]=[C:36](B(O)O)[CH:37]=[CH:38][CH:39]=1.C([O-])([O-])=O.[Na+].[Na+]. (10) Given the product [OH:30][CH2:31]/[CH:32]=[CH:33]/[C:2]1[CH:7]=[CH:6][C:5]([C:8]2[CH:13]=[CH:12][N:11]=[C:10]([NH:14][C:15]3[CH:20]=[CH:19][C:18]([S:21]([NH2:24])(=[O:23])=[O:22])=[CH:17][CH:16]=3)[N:9]=2)=[CH:4][CH:3]=1, predict the reactants needed to synthesize it. The reactants are: Br[C:2]1[CH:7]=[CH:6][C:5]([C:8]2[CH:13]=[CH:12][N:11]=[C:10]([NH:14][C:15]3[CH:20]=[CH:19][C:18]([S:21]([NH2:24])(=[O:23])=[O:22])=[CH:17][CH:16]=3)[N:9]=2)=[CH:4][CH:3]=1.C([Si](C)(C)[O:30][CH2:31]/[CH:32]=[CH:33]/B1OC(C)(C)C(C)(C)O1)(C)(C)C.C(=O)([O-])[O-].[K+].[K+].FC(F)(F)C(O)=O.